This data is from Reaction yield outcomes from USPTO patents with 853,638 reactions. The task is: Predict the reaction yield, written as a fraction of the theoretical maximum amount of product (1.0 means a 100% yield; for example, 0.34 means a 34% yield). The reactants are S(=O)(=O)(O)O.Cl[C:7]#[C:8][C:9]1[CH:14]=[C:13]([F:15])[C:12]([F:16])=[CH:11][C:10]=1[F:17].CC([O:22]C)(C)C.[OH2:24]. No catalyst specified. The product is [F:17][C:10]1[CH:11]=[C:12]([F:16])[C:13]([F:15])=[CH:14][C:9]=1[CH2:8][C:7]([OH:22])=[O:24]. The yield is 0.250.